Dataset: Reaction yield outcomes from USPTO patents with 853,638 reactions. Task: Predict the reaction yield, written as a fraction of the theoretical maximum amount of product (1.0 means a 100% yield; for example, 0.34 means a 34% yield). (1) The reactants are [F:1][C:2]([F:14])([F:13])[O:3][C:4]1[CH:12]=[CH:11][C:7]([C:8]([OH:10])=O)=[CH:6][CH:5]=1.CN(C(ON1N=NC2C=CC=NC1=2)=[N+](C)C)C.F[P-](F)(F)(F)(F)F.CCN(C(C)C)C(C)C.[NH2:48][C:49]([CH3:67])([CH2:52][O:53][C:54]1[C:55]([F:66])=[C:56]([F:65])[C:57]2[CH2:61][O:60][B:59]([OH:62])[C:58]=2[C:63]=1[Cl:64])[C:50]#[N:51]. The catalyst is CN(C=O)C. The product is [Cl:64][C:63]1[C:58]2[B:59]([OH:62])[O:60][CH2:61][C:57]=2[C:56]([F:65])=[C:55]([F:66])[C:54]=1[O:53][CH2:52][C:49]([NH:48][C:8](=[O:10])[C:7]1[CH:6]=[CH:5][C:4]([O:3][C:2]([F:1])([F:14])[F:13])=[CH:12][CH:11]=1)([C:50]#[N:51])[CH3:67]. The yield is 0.100. (2) The reactants are [CH3:1][N:2]([CH3:7])[S:3](Cl)(=[O:5])=[O:4].CCN(CC)CC.[CH3:15][C:16]1[NH:17][CH:18]=[CH:19][N:20]=1. The yield is 0.590. The product is [CH3:1][N:2]([CH3:7])[S:3]([N:17]1[CH:18]=[CH:19][N:20]=[C:16]1[CH3:15])(=[O:5])=[O:4]. The catalyst is ClCCCl. (3) The catalyst is S(=O)(=O)(O)O. The yield is 0.910. The product is [NH:5]1[C:6]2=[N:7][CH:8]=[CH:9][CH:10]=[C:11]2[C:3]([C:1]([NH2:2])=[O:13])=[CH:4]1. The reactants are [C:1]([C:3]1[C:11]2[C:6](=[N:7][CH:8]=[CH:9][CH:10]=2)[NH:5][CH:4]=1)#[N:2].[NH4+].[OH-:13]. (4) The reactants are [C:1]([O:5][C:6]([NH:8][C:9]1[CH:13]=[CH:12][S:11][CH:10]=1)=[O:7])([CH3:4])([CH3:3])[CH3:2].CC([O-])=O.[Na+].[I:19]Cl. The catalyst is C(O)(=O)C. The product is [I:19][C:10]1[S:11][CH:12]=[CH:13][C:9]=1[NH:8][C:6]([O:5][C:1]([CH3:4])([CH3:2])[CH3:3])=[O:7]. The yield is 0.810. (5) The reactants are [Cl:1][C:2]1[CH:3]=[C:4](B(O)O)[CH:5]=[CH:6][CH:7]=1.Br[C:12]1[CH:13]=[C:14]([C:27]([O:29][CH3:30])=[O:28])[C:15]2[NH:16][C:17]3[CH:18]=[C:19]([CH:25]=[O:26])[CH:20]=[CH:21][C:22]=3[C:23]=2[N:24]=1.[O-]P([O-])([O-])=O.[K+].[K+].[K+].C1(P(C2CCCCC2)C2C=CC=CC=2C2C(OC)=CC=CC=2OC)CCCCC1. The catalyst is CC([O-])=O.CC([O-])=O.[Pd+2]. The product is [Cl:1][C:2]1[CH:3]=[C:4]([C:12]2[CH:13]=[C:14]([C:27]([O:29][CH3:30])=[O:28])[C:15]3[NH:16][C:17]4[CH:18]=[C:19]([CH:25]=[O:26])[CH:20]=[CH:21][C:22]=4[C:23]=3[N:24]=2)[CH:5]=[CH:6][CH:7]=1. The yield is 0.610.